This data is from Forward reaction prediction with 1.9M reactions from USPTO patents (1976-2016). The task is: Predict the product of the given reaction. (1) Given the reactants [CH2:1]([N:8]([CH2:13][C:14]([OH:16])=O)[CH2:9][C:10]([OH:12])=O)[C:2]1[CH:7]=[CH:6][CH:5]=[CH:4][CH:3]=1.C(OC(=O)C)(=O)C.[CH:24]1[CH:29]=[CH:28][C:27]([CH2:30][CH2:31][NH2:32])=[CH:26][CH:25]=1.C(N(C(C)C)CC)(C)C, predict the reaction product. The product is: [CH2:1]([N:8]1[CH2:9][C:10](=[O:12])[N:32]([CH2:31][CH2:30][C:27]2[CH:28]=[CH:29][CH:24]=[CH:25][CH:26]=2)[C:14](=[O:16])[CH2:13]1)[C:2]1[CH:3]=[CH:4][CH:5]=[CH:6][CH:7]=1. (2) Given the reactants [Br:1][CH:2]([C:6]1[CH:11]=[CH:10][CH:9]=[CH:8][CH:7]=1)[C:3]([OH:5])=O.[NH2:12][CH2:13][CH2:14][CH2:15][N:16]1[CH2:21][CH2:20][CH:19]([C:22]2[CH:23]=[C:24]([NH:28][C:29](=[O:32])[CH2:30][CH3:31])[CH:25]=[CH:26][CH:27]=2)[CH2:18][CH2:17]1, predict the reaction product. The product is: [Br:1][CH:2]([C:6]1[CH:11]=[CH:10][CH:9]=[CH:8][CH:7]=1)[C:3]([NH:12][CH2:13][CH2:14][CH2:15][N:16]1[CH2:21][CH2:20][CH:19]([C:22]2[CH:23]=[C:24]([NH:28][C:29](=[O:32])[CH2:30][CH3:31])[CH:25]=[CH:26][CH:27]=2)[CH2:18][CH2:17]1)=[O:5]. (3) Given the reactants [I:1][C:2]1[CH:8]=[CH:7][CH:6]=[CH:5][C:3]=1[NH2:4].[C:9]([OH:13])(=[O:12])[CH:10]=O.[CH3:14][O:15][C:16]1[CH:17]=[C:18]([CH:21]=[CH:22][C:23]=1[O:24][CH3:25])[CH:19]=[CH2:20], predict the reaction product. The product is: [CH3:14][O:15][C:16]1[CH:17]=[C:18]([CH:19]2[C:5]3[C:3](=[C:2]([I:1])[CH:8]=[CH:7][CH:6]=3)[NH:4][CH:10]([C:9]([OH:13])=[O:12])[CH2:20]2)[CH:21]=[CH:22][C:23]=1[O:24][CH3:25].